Regression. Given two drug SMILES strings and cell line genomic features, predict the synergy score measuring deviation from expected non-interaction effect. From a dataset of NCI-60 drug combinations with 297,098 pairs across 59 cell lines. Drug 1: C1=NC2=C(N=C(N=C2N1C3C(C(C(O3)CO)O)F)Cl)N. Drug 2: C1=NC(=NC(=O)N1C2C(C(C(O2)CO)O)O)N. Cell line: LOX IMVI. Synergy scores: CSS=48.3, Synergy_ZIP=9.50, Synergy_Bliss=9.39, Synergy_Loewe=6.05, Synergy_HSA=6.67.